This data is from NCI-60 drug combinations with 297,098 pairs across 59 cell lines. The task is: Regression. Given two drug SMILES strings and cell line genomic features, predict the synergy score measuring deviation from expected non-interaction effect. Drug 1: C1=CC(=CC=C1C#N)C(C2=CC=C(C=C2)C#N)N3C=NC=N3. Drug 2: C(CCl)NC(=O)N(CCCl)N=O. Cell line: NCI-H460. Synergy scores: CSS=0.336, Synergy_ZIP=-0.314, Synergy_Bliss=0.964, Synergy_Loewe=-1.46, Synergy_HSA=-1.48.